From a dataset of Choline transporter screen with 302,306 compounds. Binary Classification. Given a drug SMILES string, predict its activity (active/inactive) in a high-throughput screening assay against a specified biological target. (1) The molecule is s1c(/C=N\NC(=O)CNC(=O)c2ccc(C(C)(C)C)cc2)ccc1. The result is 0 (inactive). (2) The molecule is O=C(NCc1ccc(OC)cc1)CCC(=O)Nc1cccnc1. The result is 0 (inactive). (3) The drug is s1nc(nc1NCCCC)CC(=O)C. The result is 0 (inactive).